Dataset: Reaction yield outcomes from USPTO patents with 853,638 reactions. Task: Predict the reaction yield, written as a fraction of the theoretical maximum amount of product (1.0 means a 100% yield; for example, 0.34 means a 34% yield). (1) The reactants are CS(O[CH2:6][C:7]1[CH:11]=[C:10]([C:12]2[C:13]([C:42](=[O:46])[NH:43][CH2:44][CH3:45])=[N:14][O:15][C:16]=2[C:17]2[CH:22]=[C:21]([CH:23]([CH3:25])[CH3:24])[C:20]([O:26][CH2:27][C:28]3[CH:33]=[CH:32][CH:31]=[CH:30][CH:29]=3)=[CH:19][C:18]=2[O:34][CH2:35][C:36]2[CH:41]=[CH:40][CH:39]=[CH:38][CH:37]=2)[O:9][N:8]=1)(=O)=O.[NH:47]1[CH2:51][CH2:50][CH2:49][CH2:48]1. The product is [CH2:35]([O:34][C:18]1[CH:19]=[C:20]([O:26][CH2:27][C:28]2[CH:33]=[CH:32][CH:31]=[CH:30][CH:29]=2)[C:21]([CH:23]([CH3:24])[CH3:25])=[CH:22][C:17]=1[C:16]1[O:15][N:14]=[C:13]([C:42]([NH:43][CH2:44][CH3:45])=[O:46])[C:12]=1[C:10]1[O:9][N:8]=[C:7]([CH2:6][N:47]2[CH2:51][CH2:50][CH2:49][CH2:48]2)[CH:11]=1)[C:36]1[CH:37]=[CH:38][CH:39]=[CH:40][CH:41]=1. The yield is 0.990. No catalyst specified. (2) The product is [Br:1][C:2]1[CH:3]=[C:4]([CH:7]=[CH:8][C:9]=1[O:10][CH2:16][O:15][CH2:13][CH3:14])[C:5]#[N:6]. The reactants are [Br:1][C:2]1[CH:3]=[C:4]([CH:7]=[CH:8][C:9]=1[OH:10])[C:5]#[N:6].[H-].[Na+].[CH2:13]([O:15][CH2:16]Cl)[CH3:14]. The yield is 0.950. The catalyst is C1COCC1. (3) The reactants are [Si:1]([O:8][C@H:9]([C:30]1[CH:39]=[CH:38][C:37]([OH:40])=[C:36]2[C:31]=1[CH:32]=[CH:33][C:34](=[O:41])[NH:35]2)[CH2:10][NH:11][CH2:12][CH2:13][CH2:14][C:15]#[C:16][C:17]1[CH:22]=[CH:21][C:20]([NH:23]C(=O)C(F)(F)F)=[CH:19][CH:18]=1)([C:4]([CH3:7])([CH3:6])[CH3:5])([CH3:3])[CH3:2].C(N(CC)CC)C.[C:49]([O:53][C:54](O[C:54]([O:53][C:49]([CH3:52])([CH3:51])[CH3:50])=[O:55])=[O:55])([CH3:52])([CH3:51])[CH3:50].C(=O)([O-])[O-].[K+].[K+]. The catalyst is ClCCl. The product is [NH2:23][C:20]1[CH:19]=[CH:18][C:17]([C:16]#[C:15][CH2:14][CH2:13][CH2:12][N:11]([CH2:10][C@H:9]([O:8][Si:1]([C:4]([CH3:5])([CH3:6])[CH3:7])([CH3:2])[CH3:3])[C:30]2[CH:39]=[CH:38][C:37]([OH:40])=[C:36]3[C:31]=2[CH:32]=[CH:33][C:34](=[O:41])[NH:35]3)[C:54](=[O:55])[O:53][C:49]([CH3:52])([CH3:51])[CH3:50])=[CH:22][CH:21]=1. The yield is 0.300. (4) The reactants are [C:1]([N:5]1[CH2:9][CH2:8][CH2:7][C@@H:6]1[CH2:10][O:11][C:12]1[CH:21]=[CH:20][CH:19]=[C:18]2[C:13]=1[C:14]([NH:22][C:23]1[CH:28]=[CH:27][C:26]([OH:29])=[C:25]([CH3:30])[CH:24]=1)=[N:15][CH:16]=[N:17]2)(=[O:4])[CH2:2][OH:3].[N:31]1[CH:36]=[CH:35][N:34]=[CH:33][C:32]=1[CH2:37]O. No catalyst specified. The product is [CH3:30][C:25]1[CH:24]=[C:23]([NH:22][C:14]2[C:13]3[C:18](=[CH:19][CH:20]=[CH:21][C:12]=3[O:11][CH2:10][C@H:6]3[CH2:7][CH2:8][CH2:9][N:5]3[C:1](=[O:4])[CH2:2][OH:3])[N:17]=[CH:16][N:15]=2)[CH:28]=[CH:27][C:26]=1[O:29][CH2:37][C:32]1[CH:33]=[N:34][CH:35]=[CH:36][N:31]=1. The yield is 0.380. (5) The reactants are [OH:1][CH2:2][CH2:3][N:4]1[C:12]2[C:7](=[CH:8][C:9]([N+:13]([O-])=O)=[CH:10][CH:11]=2)[CH:6]=[C:5]1[C:16]([CH3:21])([CH3:20])[CH2:17][CH2:18][OH:19]. The catalyst is [Ni].CO. The product is [NH2:13][C:9]1[CH:8]=[C:7]2[C:12](=[CH:11][CH:10]=1)[N:4]([CH2:3][CH2:2][OH:1])[C:5]([C:16]([CH3:21])([CH3:20])[CH2:17][CH2:18][OH:19])=[CH:6]2. The yield is 0.260.